From a dataset of Forward reaction prediction with 1.9M reactions from USPTO patents (1976-2016). Predict the product of the given reaction. The product is: [C:43]([O:21][CH2:20]/[CH:19]=[C:17](/[CH2:16][CH2:15]/[CH:14]=[C:12](\[CH3:13])/[CH2:11][CH2:1]/[CH:2]=[C:3](/[CH2:5][CH2:6][CH:7]=[C:8]([CH3:10])[CH3:9])\[CH3:4])\[CH3:18])(=[O:44])[CH:42]=[CH:41][CH:40]=[CH:39][CH:38]=[CH:37][CH:36]=[CH:35][CH:34]=[CH:33][CH:32]=[CH:31][CH2:30][CH2:29][CH2:28][CH2:27][CH2:26][CH2:25][CH2:24][CH2:23][CH3:22]. Given the reactants [CH2:1]([CH2:11][C:12](=[CH:14][CH2:15][CH2:16]/[C:17](=[CH:19]/[CH2:20][OH:21])/[CH3:18])[CH3:13])/[CH:2]=[C:3](/[CH2:5][CH2:6][CH:7]=[C:8]([CH3:10])[CH3:9])\[CH3:4].[CH3:22][CH2:23]/[CH:24]=[CH:25]/[CH2:26]/[CH:27]=[CH:28]/[CH2:29]/[CH:30]=[CH:31]/[CH2:32]/[CH:33]=[CH:34]/[CH2:35]/[CH:36]=[CH:37]/[CH2:38]/[CH:39]=[CH:40]/[CH2:41][CH2:42][C:43](OCC(CO[C:43]([CH2:42][CH2:41]/[CH:40]=[CH:39]/[CH2:38]/[CH:37]=[CH:36]/[CH2:35]/[CH:34]=[CH:33]/[CH2:32]/[CH:31]=[CH:30]/[CH2:29]/[CH:28]=[CH:27]/[CH2:26]/[CH:25]=[CH:24]/[CH2:23][CH3:22])=[O:44])O[C:43]([CH2:42][CH2:41]/[CH:40]=[CH:39]/[CH2:38]/[CH:37]=[CH:36]/[CH2:35]/[CH:34]=[CH:33]/[CH2:32]/[CH:31]=[CH:30]/[CH2:29]/[CH:28]=[CH:27]/[CH2:26]/[CH:25]=[CH:24]/[CH2:23][CH3:22])=[O:44])=[O:44].CCCCCC, predict the reaction product.